Dataset: Catalyst prediction with 721,799 reactions and 888 catalyst types from USPTO. Task: Predict which catalyst facilitates the given reaction. (1) Reactant: IC.[F:3][C:4]1[CH:5]=[C:6]([CH:28]=[C:29]([F:31])[CH:30]=1)[CH2:7][N:8]1[C:16]2[C:11](=[CH:12][CH:13]=[C:14]([NH2:17])[CH:15]=2)[C:10]([S:18][C:19]2[CH:24]=[CH:23][CH:22]=[CH:21][C:20]=2[N+:25]([O-:27])=[O:26])=[CH:9]1.[C:32](=O)([O-])[O-].[Na+].[Na+]. Product: [F:3][C:4]1[CH:5]=[C:6]([CH:28]=[C:29]([F:31])[CH:30]=1)[CH2:7][N:8]1[C:16]2[C:11](=[CH:12][CH:13]=[C:14]([NH:17][CH3:32])[CH:15]=2)[C:10]([S:18][C:19]2[CH:24]=[CH:23][CH:22]=[CH:21][C:20]=2[N+:25]([O-:27])=[O:26])=[CH:9]1. The catalyst class is: 199. (2) Reactant: [C:1]([N:9]([CH2:20][CH2:21][CH:22]([C:29]1[CH:34]=[CH:33][CH:32]=[CH:31][CH:30]=1)[C:23]1[CH:28]=[CH:27][CH:26]=[CH:25][CH:24]=1)[CH2:10][CH2:11][NH:12]C(=O)OC(C)(C)C)(=[O:8])[C:2]1[CH:7]=[CH:6][CH:5]=[CH:4][CH:3]=1.[ClH:35].CCOC(C)=O. Product: [ClH:35].[NH2:12][CH2:11][CH2:10][N:9]([CH2:20][CH2:21][CH:22]([C:29]1[CH:30]=[CH:31][CH:32]=[CH:33][CH:34]=1)[C:23]1[CH:24]=[CH:25][CH:26]=[CH:27][CH:28]=1)[C:1](=[O:8])[C:2]1[CH:7]=[CH:6][CH:5]=[CH:4][CH:3]=1. The catalyst class is: 521. (3) Reactant: [Si:1]([O:8][CH2:9][C:10]1[CH:11]=[C:12]([NH2:16])[CH:13]=[N:14][CH:15]=1)([C:4]([CH3:7])([CH3:6])[CH3:5])([CH3:3])[CH3:2].CCN(C(C)C)C(C)C.Cl[C:27]([O:29][CH2:30][CH3:31])=[O:28].[OH-].[Na+].CO.C(#N)C.C(O)(C(F)(F)F)=O. Product: [Si:1]([O:8][CH2:9][C:10]1[CH:11]=[C:12]([NH:16][C:27](=[O:28])[O:29][CH2:30][CH3:31])[CH:13]=[N:14][CH:15]=1)([C:4]([CH3:7])([CH3:6])[CH3:5])([CH3:3])[CH3:2]. The catalyst class is: 46. (4) Reactant: C([N:8]1[CH2:13][CH:12]=[C:11]([C:14]2[CH:19]=[CH:18][C:17]([C:20]([F:23])([F:22])[F:21])=[CH:16][CH:15]=2)[CH2:10][CH2:9]1)C1C=CC=CC=1.[Cl:24]C(OCCCl)=O.CO.C(OCC)C. Product: [ClH:24].[F:23][C:20]([F:21])([F:22])[C:17]1[CH:16]=[CH:15][C:14]([C:11]2[CH2:12][CH2:13][NH:8][CH2:9][CH:10]=2)=[CH:19][CH:18]=1. The catalyst class is: 2.